Dataset: Forward reaction prediction with 1.9M reactions from USPTO patents (1976-2016). Task: Predict the product of the given reaction. (1) Given the reactants C([O:3][C:4](=[O:35])[C:5]([CH3:34])([O:7][C:8]1[CH:13]=[CH:12][C:11]([CH2:14][N:15]([C:17]2[S:21][C:20]([C:22]3[CH:27]=[CH:26][C:25]([C:28]([F:31])([F:30])[F:29])=[CH:24][CH:23]=3)=[N:19][C:18]=2[CH3:32])[CH3:16])=[CH:10][C:9]=1[CH3:33])[CH3:6])C.[OH-].[Na+], predict the reaction product. The product is: [CH3:34][C:5]([O:7][C:8]1[CH:13]=[CH:12][C:11]([CH2:14][N:15]([C:17]2[S:21][C:20]([C:22]3[CH:23]=[CH:24][C:25]([C:28]([F:30])([F:31])[F:29])=[CH:26][CH:27]=3)=[N:19][C:18]=2[CH3:32])[CH3:16])=[CH:10][C:9]=1[CH3:33])([CH3:6])[C:4]([OH:35])=[O:3]. (2) Given the reactants Br[C:2]1[CH:3]=[N:4][CH:5]=[C:6]([Br:8])[CH:7]=1.N1CCC[C@H]1C(O)=O.[NH:17]1[CH:21]=[CH:20][N:19]=[CH:18]1.C(O[K])(C)=O, predict the reaction product. The product is: [Br:8][C:6]1[CH:5]=[N:4][CH:3]=[C:2]([N:17]2[CH:21]=[CH:20][N:19]=[CH:18]2)[CH:7]=1.